This data is from Reaction yield outcomes from USPTO patents with 853,638 reactions. The task is: Predict the reaction yield, written as a fraction of the theoretical maximum amount of product (1.0 means a 100% yield; for example, 0.34 means a 34% yield). (1) The reactants are [C-:1]#[N:2].[Na+].Br[CH2:5][C:6]1[C:16]([Cl:17])=[CH:15][CH:14]=[C:13]([Cl:18])[C:7]=1[C:8]([O:10][CH2:11][CH3:12])=[O:9].C(OC)(C)(C)C. The catalyst is O.CS(C)=O. The product is [Cl:17][C:16]1[C:6]([CH2:5][C:1]#[N:2])=[C:7]([C:13]([Cl:18])=[CH:14][CH:15]=1)[C:8]([O:10][CH2:11][CH3:12])=[O:9]. The yield is 0.470. (2) The reactants are C([O:8][CH2:9][CH2:10][CH2:11][CH2:12][CH2:13][CH2:14][NH:15][C:16]([NH:18][S:19]([C:22]1[CH:27]=[CH:26][C:25]([CH3:28])=[CH:24][CH:23]=1)(=[O:21])=[O:20])=[NH:17])C1C=CC=CC=1.C.C(O)(=O)C. The catalyst is CO.[Pd]. The product is [OH:8][CH2:9][CH2:10][CH2:11][CH2:12][CH2:13][CH2:14][NH:15][C:16]([NH:18][S:19]([C:22]1[CH:23]=[CH:24][C:25]([CH3:28])=[CH:26][CH:27]=1)(=[O:21])=[O:20])=[NH:17]. The yield is 1.00. (3) The reactants are [O:1]=[C:2]1[N:7]2[CH2:8][CH2:9][C:10]3[C:15]([C:6]2=[CH:5][CH:4]=[C:3]1[C:16]([OH:18])=O)=[CH:14][CH:13]=[CH:12][CH:11]=3.Cl.C(N=C=NCCCN(C)C)C.ON1C2C=CC=CC=2N=N1.[CH2:41]([NH2:49])[CH2:42][C:43]1[CH:48]=[CH:47][CH:46]=[CH:45][CH:44]=1. The catalyst is CN(C=O)C. The product is [CH2:41]([NH:49][C:16]([C:3]1[C:2](=[O:1])[N:7]2[CH2:8][CH2:9][C:10]3[C:15]([C:6]2=[CH:5][CH:4]=1)=[CH:14][CH:13]=[CH:12][CH:11]=3)=[O:18])[CH2:42][C:43]1[CH:48]=[CH:47][CH:46]=[CH:45][CH:44]=1. The yield is 0.740. (4) The yield is 0.500. The product is [F:24][C:22]([F:25])([F:23])[C@@H:19]1[CH2:18][CH2:17][C@H:16]([O:15][C:4]2[C:3]([C:2]([F:26])([F:27])[F:1])=[C:12]3[C:7]([CH:8]=[CH:9][C:10]([CH:13]([OH:14])[CH3:29])=[CH:11]3)=[CH:6][CH:5]=2)[CH2:21][CH2:20]1. The reactants are [F:1][C:2]([F:27])([F:26])[C:3]1[C:4]([O:15][CH:16]2[CH2:21][CH2:20][CH:19]([C:22]([F:25])([F:24])[F:23])[CH2:18][CH2:17]2)=[CH:5][CH:6]=[C:7]2[C:12]=1[CH:11]=[C:10]([CH:13]=[O:14])[CH:9]=[CH:8]2.O1CCC[CH2:29]1.C[Mg]Br.C1(C)C=CC=CC=1. No catalyst specified. (5) The reactants are [CH2:1]([OH:4])[CH:2]=[CH2:3].F[C:6]1[CH:7]=[C:8]([CH3:15])[CH:9]=[CH:10][C:11]=1[N+:12]([O-:14])=[O:13].[CH3:16][C:17]1[CH:23]=[CH:22][C:20]([NH2:21])=[C:19]([O:24][CH2:25][CH:26]=[CH2:27])[CH:18]=1.CC1C=CC(N)=[C:31]([O:36]CC(C)C)C=1.[NH2:41][C:42]1[S:43][CH:44]=[CH:45][N:46]=1. No catalyst specified. The product is [CH2:1]([O:4][C:6]1[CH:7]=[C:8]([CH3:15])[CH:9]=[CH:10][C:11]=1[N+:12]([O-:14])=[O:13])[CH:2]=[CH2:3].[CH2:25]([O:24][C:19]1[CH:18]=[C:17]([CH3:16])[CH:23]=[CH:22][C:20]=1[NH:21][C:31]([NH:41][C:42]1[S:43][CH:44]=[CH:45][N:46]=1)=[O:36])[CH:26]=[CH2:27]. The yield is 0.700.